From a dataset of Catalyst prediction with 721,799 reactions and 888 catalyst types from USPTO. Predict which catalyst facilitates the given reaction. (1) Reactant: [CH3:1][O:2][C:3]1[C:8]([CH2:9][N:10]2[CH2:15][CH2:14][CH:13]([CH2:16][OH:17])[CH2:12][CH2:11]2)=[CH:7][CH:6]=[CH:5][N:4]=1.C(N(CC)CC)C.O. Product: [CH3:1][O:2][C:3]1[C:8]([CH2:9][N:10]2[CH2:11][CH2:12][CH:13]([CH:16]=[O:17])[CH2:14][CH2:15]2)=[CH:7][CH:6]=[CH:5][N:4]=1. The catalyst class is: 16. (2) Reactant: [C:1]([O:5][C:6]([N:8]1[CH2:13][CH2:12][N:11](CC2C=CC=CC=2)[CH:10]([CH2:21][N:22]2[CH:26]=[CH:25][N:24]=[CH:23]2)[CH2:9]1)=[O:7])([CH3:4])([CH3:3])[CH3:2]. Product: [C:1]([O:5][C:6]([N:8]1[CH2:13][CH2:12][NH:11][CH:10]([CH2:21][N:22]2[CH:26]=[CH:25][N:24]=[CH:23]2)[CH2:9]1)=[O:7])([CH3:4])([CH3:2])[CH3:3]. The catalyst class is: 29. (3) The catalyst class is: 23. Product: [O:16]1[CH2:17][CH2:18][CH:13]([O:12][C:5]2[CH:6]=[CH:7][CH:8]=[C:9]3[C:4]=2[N:3]=[C:2]([NH:31][C:23]2([OH:26])[CH2:24][CH2:25][CH2:20][CH2:21][CH2:22]2)[N:11]=[CH:10]3)[CH2:14][CH2:15]1. Reactant: Cl[C:2]1[N:11]=[CH:10][C:9]2[C:4](=[C:5]([O:12][CH:13]3[CH2:18][CH2:17][O:16][CH2:15][CH2:14]3)[CH:6]=[CH:7][CH:8]=2)[N:3]=1.N[C@H:20]1[CH2:25][CH2:24][C@H:23]([OH:26])[CH2:22][CH2:21]1.C1CCN2C(=[N:31]CCC2)CC1.